Predict the product of the given reaction. From a dataset of Forward reaction prediction with 1.9M reactions from USPTO patents (1976-2016). (1) Given the reactants C1C(O)=CC2C(CCN)=CNC=2C=1.[CH:14]1[C:19]([C@H:20]2[C@H:25]([CH2:26][O:27][C:28]3[CH:29]=[CH:30][C:31]4[O:36][CH2:35][O:34][C:32]=4[CH:33]=3)[CH2:24][NH:23][CH2:22][CH2:21]2)=[CH:18][CH:17]=[C:16]([F:37])[CH:15]=1, predict the reaction product. The product is: [CH2:31]([OH:36])[CH:32]([OH:34])[CH3:33].[CH:18]1[C:19]([C@H:20]2[C@H:25]([CH2:26][O:27][C:28]3[CH:29]=[CH:30][C:31]4[O:36][CH2:35][O:34][C:32]=4[CH:33]=3)[CH2:24][NH:23][CH2:22][CH2:21]2)=[CH:14][CH:15]=[C:16]([F:37])[CH:17]=1. (2) Given the reactants [CH3:1][C:2]1([CH3:12])[CH2:10][C:9](=[O:11])[CH2:8][CH:7]2[N:3]1[CH2:4][CH2:5][CH2:6]2.[Li+].[CH3:14]C([N-]C(C)C)C.CI, predict the reaction product. The product is: [CH3:1][C:2]1([CH3:12])[CH2:10][C:9](=[O:11])[CH:8]([CH3:14])[CH:7]2[N:3]1[CH2:4][CH2:5][CH2:6]2. (3) The product is: [Cl:1][C:2]1[N:3]=[C:4]([N:23]2[CH2:24][CH2:26][C@H:29]([OH:30])[CH2:27]2)[C:5]2[N:10]=[N:9][N:8]([CH2:11][C:12]3[CH:17]=[CH:16][C:15]([O:18][CH3:19])=[CH:14][CH:13]=3)[C:6]=2[N:7]=1. Given the reactants [Cl:1][C:2]1[N:3]=[C:4](Cl)[C:5]2[N:10]=[N:9][N:8]([CH2:11][C:12]3[CH:17]=[CH:16][C:15]([O:18][CH3:19])=[CH:14][CH:13]=3)[C:6]=2[N:7]=1.CC[N:23]([CH:27]([CH3:29])C)[CH:24]([CH3:26])C.[OH2:30], predict the reaction product. (4) Given the reactants Cl.[C:2]([C:4]1[CH:5]=[CH:6][C:7]([CH3:36])=[C:8]([NH:10][C:11](=[O:35])[C:12]2[CH:17]=[CH:16][C:15]([NH:18][C:19]3[N:28]=[C:27]([C:29]4[CH:34]=[CH:33][CH:32]=[CH:31][CH:30]=4)[C:26]4[C:21](=[CH:22][CH:23]=[CH:24][CH:25]=4)[N:20]=3)=[CH:14][CH:13]=2)[CH:9]=1)#[N:3].[CH2:37]([OH:39])C, predict the reaction product. The product is: [CH3:36][C:7]1[CH:6]=[CH:5][C:4]([C:2](=[NH:3])[O:39][CH3:37])=[CH:9][C:8]=1[NH:10][C:11]([C:12]1[CH:17]=[CH:16][C:15]([NH:18][C:19]2[N:28]=[C:27]([C:29]3[CH:30]=[CH:31][CH:32]=[CH:33][CH:34]=3)[C:26]3[C:21](=[CH:22][CH:23]=[CH:24][CH:25]=3)[N:20]=2)=[CH:14][CH:13]=1)=[O:35]. (5) Given the reactants Cl.[OH:2][NH2:3].CC([O-])=O.[Na+].[OH:9][C:10]1[CH:11]=[C:12]([CH:15]=[CH:16][C:17]=1[OH:18])[CH:13]=O, predict the reaction product. The product is: [OH:9][C:10]1[CH:11]=[C:12]([CH:15]=[CH:16][C:17]=1[OH:18])[CH:13]=[N:3][OH:2].